From a dataset of Full USPTO retrosynthesis dataset with 1.9M reactions from patents (1976-2016). Predict the reactants needed to synthesize the given product. (1) Given the product [CH:8]1([C:5]2[CH:6]=[CH:7][C:2]([C:19]3[O:20][C:16]([CH:14]=[O:15])=[CH:17][CH:18]=3)=[CH:3][CH:4]=2)[CH2:13][CH2:12][CH2:11][CH2:10][CH2:9]1, predict the reactants needed to synthesize it. The reactants are: Br[C:2]1[CH:7]=[CH:6][C:5]([CH:8]2[CH2:13][CH2:12][CH2:11][CH2:10][CH2:9]2)=[CH:4][CH:3]=1.[CH:14]([C:16]1[O:20][C:19](B(O)O)=[CH:18][CH:17]=1)=[O:15].C(=O)([O-])[O-].[Na+].[Na+]. (2) Given the product [Cl:6][C:7]1[CH:8]=[C:9]([N+:18]([O-:20])=[O:19])[C:10]([OH:17])=[C:11]([NH:13][C:14](=[O:16])[CH3:15])[CH:12]=1, predict the reactants needed to synthesize it. The reactants are: S(=O)(=O)(O)O.[Cl:6][C:7]1[CH:8]=[CH:9][C:10]([OH:17])=[C:11]([NH:13][C:14](=[O:16])[CH3:15])[CH:12]=1.[N+:18]([O-])([OH:20])=[O:19]. (3) Given the product [CH2:29]([C:3]1([CH2:1][CH3:2])[N:12]2[CH2:13][CH2:14][C:15]3[C:20]([CH:11]2[CH:10]([CH3:24])[C:9]2[CH:8]=[CH:7][C:6]([O:25][CH3:26])=[C:5]([O:27][CH3:28])[C:4]1=2)=[CH:19][C:18]1[O:21][CH2:22][O:23][C:17]=1[CH:16]=3)[CH3:30], predict the reactants needed to synthesize it. The reactants are: [CH2:1]([C:3]1([CH2:29][CH3:30])[N:12]2[CH2:13][CH2:14][C:15]3[C:20]([C:11]2=[C:10]([CH3:24])[C:9]2[CH:8]=[CH:7][C:6]([O:25][CH3:26])=[C:5]([O:27][CH3:28])[C:4]1=2)=[CH:19][C:18]1[O:21][CH2:22][O:23][C:17]=1[CH:16]=3)[CH3:2].[BH4-].[Na+]. (4) Given the product [N:17]1[CH:18]=[CH:19][CH:20]=[C:15]([CH2:14][CH2:13][O:12][C:7]2[CH:8]=[C:9]3[C:4](=[CH:5][CH:6]=2)[CH:3]=[C:2]([C:27]2[C:35]4[C:30](=[CH:31][CH:32]=[C:33]([C:36]#[N:37])[CH:34]=4)[N:29]([CH:38]4[CH2:43][CH2:42][CH2:41][CH2:40][O:39]4)[N:28]=2)[CH:11]=[CH:10]3)[CH:16]=1, predict the reactants needed to synthesize it. The reactants are: Br[C:2]1[CH:3]=[C:4]2[C:9](=[CH:10][CH:11]=1)[CH:8]=[C:7]([O:12][CH2:13][CH2:14][C:15]1[CH:16]=[N:17][CH:18]=[CH:19][CH:20]=1)[CH:6]=[CH:5]2.C([O-])(=O)C.[K+].Br[C:27]1[C:35]2[C:30](=[CH:31][CH:32]=[C:33]([C:36]#[N:37])[CH:34]=2)[N:29]([CH:38]2[CH2:43][CH2:42][CH2:41][CH2:40][O:39]2)[N:28]=1.P([O-])([O-])([O-])=O.[K+].[K+].[K+]. (5) Given the product [CH:6]([C:7]1[C:2]2[C:1](=[CH:5][CH:1]=[CH:2][CH:3]=2)[C:5]([O:4][CH3:3])=[C:18]([C:17]([O:20][CH3:21])=[O:19])[CH:9]=1)=[O:10], predict the reactants needed to synthesize it. The reactants are: [CH2:1]1[CH2:5][O:4][CH2:3][CH2:2]1.[CH3:6][C:7]([CH3:9])=O.[OH2:10].I([O-])(=O)(=O)=O.[Na+].[C:17]([O:20][CH2:21]C)(=[O:19])[CH3:18].